This data is from Full USPTO retrosynthesis dataset with 1.9M reactions from patents (1976-2016). The task is: Predict the reactants needed to synthesize the given product. (1) Given the product [F:21][C:2]1([CH3:1])[C:7](=[O:8])[CH2:6][CH2:5][N:4]([C:13]([O:15][C:16]([CH3:19])([CH3:18])[CH3:17])=[O:14])[CH2:3]1, predict the reactants needed to synthesize it. The reactants are: [CH3:1][C:2]1[CH2:3][N:4]([C:13]([O:15][C:16]([CH3:19])([CH3:18])[CH3:17])=[O:14])[CH2:5][CH2:6][C:7]=1[O:8][Si](C)(C)C.[B-](F)(F)(F)[F:21].[B-](F)(F)(F)F.C1[N+]2(CCl)CC[N+](F)(CC2)C1. (2) Given the product [Cl:11][C:8]1[CH:9]=[C:10]2[C:5](=[CH:6][CH:7]=1)[NH:4][C:3](=[O:12])[C:2]2([N:25]1[CH2:26][CH:22]([F:21])[CH2:23][C@H:24]1[C:27]([O:29][C:30]([CH3:33])([CH3:32])[CH3:31])=[O:28])[C:13]1[CH:18]=[CH:17][CH:16]=[CH:15][C:14]=1[O:19][CH3:20], predict the reactants needed to synthesize it. The reactants are: Cl[C:2]1([C:13]2[CH:18]=[CH:17][CH:16]=[CH:15][C:14]=2[O:19][CH3:20])[C:10]2[C:5](=[CH:6][CH:7]=[C:8]([Cl:11])[CH:9]=2)[NH:4][C:3]1=[O:12].[F:21][CH:22]1[CH2:26][NH:25][C@H:24]([C:27]([O:29][C:30]([CH3:33])([CH3:32])[CH3:31])=[O:28])[CH2:23]1. (3) Given the product [O:1]1[CH2:5][CH2:4][O:3][CH:2]1[C:6]1[S:10][C:9]([CH2:11][CH3:12])=[C:8]([CH:13]=[O:14])[CH:7]=1, predict the reactants needed to synthesize it. The reactants are: [O:1]1[CH2:5][CH2:4][O:3][CH:2]1[C:6]1[S:10][C:9]([CH2:11][CH3:12])=[C:8]([C:13](OCC)=[O:14])[CH:7]=1.[H-].[Al+3].[Li+].[H-].[H-].[H-].O.